This data is from NCI-60 drug combinations with 297,098 pairs across 59 cell lines. The task is: Regression. Given two drug SMILES strings and cell line genomic features, predict the synergy score measuring deviation from expected non-interaction effect. Drug 1: CNC(=O)C1=CC=CC=C1SC2=CC3=C(C=C2)C(=NN3)C=CC4=CC=CC=N4. Drug 2: C1CCC(C(C1)N)N.C(=O)(C(=O)[O-])[O-].[Pt+4]. Cell line: RXF 393. Synergy scores: CSS=22.2, Synergy_ZIP=4.87, Synergy_Bliss=9.27, Synergy_Loewe=7.95, Synergy_HSA=10.1.